This data is from Full USPTO retrosynthesis dataset with 1.9M reactions from patents (1976-2016). The task is: Predict the reactants needed to synthesize the given product. (1) Given the product [Cl:17][C:18]1[N:19]=[C:20]([C:26]([NH:1][C@H:2]2[CH2:7][CH2:6][N:5]([C:8]([O:10][C:11]([CH3:12])([CH3:13])[CH3:14])=[O:9])[CH2:4][C@H:3]2[O:15][CH3:16])=[O:27])[NH:21][C:22]=1[CH:23]([CH3:25])[CH3:24], predict the reactants needed to synthesize it. The reactants are: [NH2:1][C@H:2]1[CH2:7][CH2:6][N:5]([C:8]([O:10][C:11]([CH3:14])([CH3:13])[CH3:12])=[O:9])[CH2:4][C@H:3]1[O:15][CH3:16].[Cl:17][C:18]1[N:19]=[C:20]([C:26](O)=[O:27])[NH:21][C:22]=1[CH:23]([CH3:25])[CH3:24].CCN=C=NCCCN(C)C.Cl.C1C=CC2N(O)N=NC=2C=1. (2) Given the product [Cl:22][C:18]1[CH:19]=[CH:20][CH:21]=[C:16]([Cl:15])[C:17]=1[C:23]1[C:27]([CH2:28][O:29][C:2]2[N:7]=[C:6]([O:8][CH3:9])[C:5]([N+:10]([O-:12])=[O:11])=[CH:4][CH:3]=2)=[C:26]([CH:30]([CH3:32])[CH3:31])[O:25][N:24]=1, predict the reactants needed to synthesize it. The reactants are: Cl[C:2]1[N:7]=[C:6]([O:8][CH3:9])[C:5]([N+:10]([O-:12])=[O:11])=[CH:4][CH:3]=1.[H-].[Na+].[Cl:15][C:16]1[CH:21]=[CH:20][CH:19]=[C:18]([Cl:22])[C:17]=1[C:23]1[C:27]([CH2:28][OH:29])=[C:26]([CH:30]([CH3:32])[CH3:31])[O:25][N:24]=1. (3) The reactants are: [CH3:1][O:2][CH2:3][CH2:4][O:5][C:6]1[CH:7]=[N:8][C:9]2[CH:10]=[CH:11][NH:12][C:13](=[O:16])[C:14]=2[CH:15]=1.[ClH:17].O=C1N([CH:29]([CH3:33])[C:30]([OH:32])=[O:31])C=CC2N=CC=CC1=2. Given the product [ClH:17].[CH3:1][O:2][CH2:3][CH2:4][O:5][C:6]1[CH:7]=[N:8][C:9]2[CH:10]=[CH:11][N:12]([CH:29]([CH3:33])[C:30]([OH:32])=[O:31])[C:13](=[O:16])[C:14]=2[CH:15]=1, predict the reactants needed to synthesize it.